Dataset: Forward reaction prediction with 1.9M reactions from USPTO patents (1976-2016). Task: Predict the product of the given reaction. (1) Given the reactants [B:10]1([B:10]2[O:14][C:13]([CH3:16])([CH3:15])[C:12]([CH3:18])([CH3:17])[O:11]2)[O:14][C:13]([CH3:16])([CH3:15])[C:12]([CH3:18])([CH3:17])[O:11]1.I[C:20]1[CH:21]=[C:22]([NH:27][C:28](=[O:40])[C:29]2[CH:34]=[CH:33][N:32]=[C:31]([N:35]3[CH2:39][CH2:38][CH2:37][CH2:36]3)[CH:30]=2)[CH:23]=[CH:24][C:25]=1[CH3:26].CN(C)C=O, predict the reaction product. The product is: [CH3:26][C:25]1[CH:24]=[CH:23][C:22]([NH:27][C:28](=[O:40])[C:29]2[CH:34]=[CH:33][N:32]=[C:31]([N:35]3[CH2:39][CH2:38][CH2:37][CH2:36]3)[CH:30]=2)=[CH:21][C:20]=1[B:10]1[O:11][C:12]([CH3:17])([CH3:18])[C:13]([CH3:15])([CH3:16])[O:14]1. (2) Given the reactants [F:1][C:2]1[C:7]([C:8]2[N:12]([S:13]([C:16]3[CH:17]=[N:18][C:19]([CH3:22])=[CH:20][CH:21]=3)(=[O:15])=[O:14])[CH:11]=[C:10]([CH2:23][N:24](C)[C:25](=O)OC(C)(C)C)[CH:9]=2)=[CH:6][CH:5]=[CH:4][N:3]=1.C(OCC)(=O)C.Cl, predict the reaction product. The product is: [F:1][C:2]1[C:7]([C:8]2[N:12]([S:13]([C:16]3[CH:17]=[N:18][C:19]([CH3:22])=[CH:20][CH:21]=3)(=[O:14])=[O:15])[CH:11]=[C:10]([CH2:23][NH:24][CH3:25])[CH:9]=2)=[CH:6][CH:5]=[CH:4][N:3]=1. (3) The product is: [C:21]1([CH2:20][N:4]2[CH2:5][CH2:6][N:1]([C:7]3[CH:16]=[CH:15][CH:14]=[C:13]4[C:8]=3[C:9]([NH2:18])=[N:10][C:11]([NH2:17])=[N:12]4)[CH2:2][CH2:3]2)[C:30]2[C:25](=[CH:26][CH:27]=[CH:28][CH:29]=2)[CH:24]=[CH:23][CH:22]=1. Given the reactants [N:1]1([C:7]2[CH:16]=[CH:15][CH:14]=[C:13]3[C:8]=2[C:9]([NH2:18])=[N:10][C:11]([NH2:17])=[N:12]3)[CH2:6][CH2:5][NH:4][CH2:3][CH2:2]1.Cl[CH2:20][C:21]1[C:30]2[C:25](=[CH:26][CH:27]=[CH:28][CH:29]=2)[CH:24]=[CH:23][CH:22]=1, predict the reaction product. (4) Given the reactants [Cl:1][C:2]1[CH:3]=[CH:4][C:5]([C:42]#[N:43])=[C:6]([C:8]2[C:13]([O:14][CH3:15])=[CH:12][N:11]([CH:16]([CH2:33][C:34]3([C:37]([F:40])([F:39])[F:38])[CH2:36][CH2:35]3)[C:17]([NH:19][C:20]3[CH:32]=[CH:31][C:23]([C:24]([O:26]C(C)(C)C)=[O:25])=[CH:22][CH:21]=3)=[O:18])[C:10](=[O:41])[CH:9]=2)[CH:7]=1.FC(F)(F)C(O)=O, predict the reaction product. The product is: [Cl:1][C:2]1[CH:3]=[CH:4][C:5]([C:42]#[N:43])=[C:6]([C:8]2[C:13]([O:14][CH3:15])=[CH:12][N:11]([CH:16]([CH2:33][C:34]3([C:37]([F:39])([F:40])[F:38])[CH2:36][CH2:35]3)[C:17]([NH:19][C:20]3[CH:32]=[CH:31][C:23]([C:24]([OH:26])=[O:25])=[CH:22][CH:21]=3)=[O:18])[C:10](=[O:41])[CH:9]=2)[CH:7]=1. (5) Given the reactants [CH3:1][NH:2][C:3]1[S:4][C:5]2[CH:11]=[C:10]([N+:12]([O-:14])=[O:13])[CH:9]=[CH:8][C:6]=2[N:7]=1.Cl.Cl[CH2:17][CH2:18][N:19]1[CH2:24][CH2:23][CH2:22][CH2:21][CH2:20]1, predict the reaction product. The product is: [CH3:1][N:2]([C:3]1[S:4][C:5]2[CH:11]=[C:10]([N+:12]([O-:14])=[O:13])[CH:9]=[CH:8][C:6]=2[N:7]=1)[CH2:17][CH2:18][N:19]1[CH2:24][CH2:23][CH2:22][CH2:21][CH2:20]1. (6) Given the reactants [NH2:1][C@H:2]1[CH2:7][CH2:6][CH2:5][C@H:4]([N:8]([CH3:16])[C:9](=[O:15])[O:10][C:11]([CH3:14])([CH3:13])[CH3:12])[C@H:3]1[OH:17].[Br:18][C:19]1[C:20](Cl)=[N:21][C:22]([Cl:25])=[N:23][CH:24]=1.CCN(C(C)C)C(C)C, predict the reaction product. The product is: [Br:18][C:19]1[C:20]([NH:1][C@H:2]2[CH2:7][CH2:6][CH2:5][C@H:4]([N:8]([CH3:16])[C:9](=[O:15])[O:10][C:11]([CH3:13])([CH3:14])[CH3:12])[C@H:3]2[OH:17])=[N:21][C:22]([Cl:25])=[N:23][CH:24]=1.